Dataset: Catalyst prediction with 721,799 reactions and 888 catalyst types from USPTO. Task: Predict which catalyst facilitates the given reaction. (1) Reactant: [Cl:1][C:2]1[CH:7]=[CH:6][C:5]([CH:8]2[CH2:13][C:12](=[O:14])[NH:11][C:10]([CH3:15])=[C:9]2[C:16]([OH:18])=O)=[C:4]([F:19])[CH:3]=1.[NH2:20][C:21]1[CH:22]=[C:23]2[C:27](=[CH:28][CH:29]=1)[NH:26][N:25]=[C:24]2[CH2:30][CH3:31].C(Cl)CCl.CCN(CC)CC. Product: [Cl:1][C:2]1[CH:7]=[CH:6][C:5]([CH:8]2[CH2:13][C:12](=[O:14])[NH:11][C:10]([CH3:15])=[C:9]2[C:16]([NH:20][C:21]2[CH:22]=[C:23]3[C:27](=[CH:28][CH:29]=2)[NH:26][N:25]=[C:24]3[CH2:30][CH3:31])=[O:18])=[C:4]([F:19])[CH:3]=1. The catalyst class is: 861. (2) Reactant: [Cl:1][C:2]1[S:6][C:5]([C:7]([OH:9])=O)=[CH:4][CH:3]=1.[NH2:10][CH:11]([CH3:16])[C:12]([O:14][CH3:15])=[O:13].CN(C(ON1N=NC2C=CC=CC1=2)=[N+](C)C)C.[B-](F)(F)(F)F.CN1CCOCC1. Product: [Cl:1][C:2]1[S:6][C:5]([C:7]([NH:10][CH:11]([CH3:16])[C:12]([O:14][CH3:15])=[O:13])=[O:9])=[CH:4][CH:3]=1. The catalyst class is: 1.